This data is from Forward reaction prediction with 1.9M reactions from USPTO patents (1976-2016). The task is: Predict the product of the given reaction. The product is: [Cl:1][C:2]1[CH:21]=[CH:20][C:5]([C:6]([NH:8][C:9]2[CH:10]=[C:11]([CH:16]=[CH:17][C:18]=2[CH3:19])[C:12]([OH:14])=[O:13])=[O:7])=[CH:4][N:3]=1. Given the reactants [Cl:1][C:2]1[CH:21]=[CH:20][C:5]([C:6]([NH:8][C:9]2[CH:10]=[C:11]([CH:16]=[CH:17][C:18]=2[CH3:19])[C:12]([O:14]C)=[O:13])=[O:7])=[CH:4][N:3]=1.[OH-].[Na+], predict the reaction product.